From a dataset of Reaction yield outcomes from USPTO patents with 853,638 reactions. Predict the reaction yield, written as a fraction of the theoretical maximum amount of product (1.0 means a 100% yield; for example, 0.34 means a 34% yield). (1) The reactants are Cl[C:2]1[N:7]([CH3:8])[C:6](=[O:9])[CH:5]=[C:4]([C:10]2[CH:15]=[CH:14][N:13]=[CH:12][CH:11]=2)[N:3]=1.[CH2:16]1[CH:21]2[C:22]3[C:27]([CH2:28][CH2:29][N:20]2[CH2:19][CH2:18][NH:17]1)=[CH:26][CH:25]=[CH:24][CH:23]=3.C(N(CC)CC)C. The catalyst is CN(C)C=O. The product is [CH2:16]1[CH:21]2[C:22]3[C:27]([CH2:28][CH2:29][N:20]2[CH2:19][CH2:18][N:17]1[C:2]1[N:7]([CH3:8])[C:6](=[O:9])[CH:5]=[C:4]([C:10]2[CH:15]=[CH:14][N:13]=[CH:12][CH:11]=2)[N:3]=1)=[CH:26][CH:25]=[CH:24][CH:23]=3. The yield is 0.950. (2) The reactants are [F:1][C:2]([F:12])([F:11])[C:3]1([CH2:9][OH:10])[CH2:8][CH2:7][CH2:6][CH2:5][CH2:4]1.CC(C)([O-])C.[K+].[Cl:19][C:20]1[C:21](F)=[CH:22][C:23]([F:29])=[C:24]([CH:28]=1)[C:25]([OH:27])=[O:26].Cl. The catalyst is CS(C)=O. The product is [Cl:19][C:20]1[C:21]([O:10][CH2:9][C:3]2([C:2]([F:11])([F:12])[F:1])[CH2:8][CH2:7][CH2:6][CH2:5][CH2:4]2)=[CH:22][C:23]([F:29])=[C:24]([CH:28]=1)[C:25]([OH:27])=[O:26]. The yield is 0.830. (3) The product is [C:12]([C:3]1[CH:4]=[CH:5][C:6]([O:11][C:24](=[S:25])[N:23]([CH3:27])[CH3:22])=[C:7]([CH2:8][CH2:9][CH3:10])[C:2]=1[OH:1])(=[O:14])[CH3:13]. The reactants are [OH:1][C:2]1[C:7]([CH2:8][CH2:9][CH3:10])=[C:6]([OH:11])[CH:5]=[CH:4][C:3]=1[C:12](=[O:14])[CH3:13].C(N(CC)CC)C.[CH3:22][N:23]([CH3:27])[C:24](Cl)=[S:25]. The yield is 0.410. The catalyst is ClCCl. (4) The reactants are [N+:1]([C:4]1[CH:5]=[C:6]2[C:10](=[CH:11][CH:12]=1)[NH:9][C:8](=[O:13])[C:7]2=[N:14][N:15]=[CH:16][C:17]1[NH:21][C:20]([CH3:22])=[C:19]([C:23]([NH:25][CH2:26][CH2:27][CH2:28][CH2:29][CH2:30][C:31]([OH:33])=O)=[O:24])[C:18]=1[CH3:34])([O-:3])=[O:2].Cl.C(N=C=NCCCN(C)C)C.O[C:48]1[C:56]2[N:55]=N[NH:53][C:52]=2[CH:51]=[CH:50][CH:49]=1.C(N(CC)CC)C.C1(N)C=CC=CC=1N. The catalyst is [Cl-].[Na+].O.CN(C=O)C. The product is [N+:1]([C:4]1[CH:5]=[C:6]2[C:10](=[CH:11][CH:12]=1)[NH:9][C:8](=[O:13])[C:7]2=[N:14][N:15]=[CH:16][C:17]1[NH:21][C:20]([CH3:22])=[C:19]([C:23]([NH:25][CH2:26][CH2:27][CH2:28][CH2:29][CH2:30][C:31]([NH:53][C:52]2[CH:51]=[CH:50][CH:49]=[CH:48][C:56]=2[NH2:55])=[O:33])=[O:24])[C:18]=1[CH3:34])([O-:3])=[O:2]. The yield is 0.720. (5) The reactants are [NH2:1][C:2]1[CH:15]=[CH:14][C:5]2[CH2:6][CH2:7][CH2:8][C:9](=[O:13])[N:10]([CH2:11][CH3:12])[C:4]=2[CH:3]=1.[Br:16][C:17]1[C:18]([NH:24][C:25]2[C:34]([F:35])=[CH:33][CH:32]=[CH:31][C:26]=2[C:27]([NH:29][CH3:30])=[O:28])=[N:19][C:20](Cl)=[N:21][CH:22]=1. The catalyst is C(O)(C)C. The product is [Br:16][C:17]1[C:18]([NH:24][C:25]2[C:34]([F:35])=[CH:33][CH:32]=[CH:31][C:26]=2[C:27]([NH:29][CH3:30])=[O:28])=[N:19][C:20]([NH:1][C:2]2[CH:15]=[CH:14][C:5]3[CH2:6][CH2:7][CH2:8][C:9](=[O:13])[N:10]([CH2:11][CH3:12])[C:4]=3[CH:3]=2)=[N:21][CH:22]=1. The yield is 0.460. (6) The reactants are [CH3:1][O:2][C:3]([C:5]1[N:10]=[CH:9][C:8](Br)=[CH:7][N:6]=1)=[O:4].C1C=CC(P(C2C=CC3C(=CC=CC=3)C=2C2C3C(=CC=CC=3)C=CC=2P(C2C=CC=CC=2)C2C=CC=CC=2)C2C=CC=CC=2)=CC=1.C([O-])([O-])=O.[Cs+].[Cs+].[C:64](=[NH:77])([C:71]1[CH:76]=[CH:75][CH:74]=[CH:73][CH:72]=1)[C:65]1[CH:70]=[CH:69][CH:68]=[CH:67][CH:66]=1. The catalyst is CC([O-])=O.CC([O-])=O.[Pd+2].C1(C)C=CC=CC=1. The product is [CH3:1][O:2][C:3]([C:5]1[N:10]=[CH:9][C:8]([N:77]=[C:64]([C:65]2[CH:70]=[CH:69][CH:68]=[CH:67][CH:66]=2)[C:71]2[CH:76]=[CH:75][CH:74]=[CH:73][CH:72]=2)=[CH:7][N:6]=1)=[O:4]. The yield is 0.460. (7) The reactants are C([O:5][C:6]([CH:8]1[CH:12]([C:13]2[CH:18]=[CH:17][CH:16]=[C:15]([Cl:19])[C:14]=2[F:20])[C:11]([C:23]2[CH:28]=[CH:27][C:26]([Cl:29])=[CH:25][C:24]=2[F:30])([C:21]#[N:22])[CH:10]([CH2:31][C:32]([CH2:36][CH3:37])([CH3:35])[CH2:33][CH3:34])[NH:9]1)=[O:7])(C)(C)C.[F:38][C:39]([F:44])([F:43])[C:40]([OH:42])=[O:41]. The catalyst is ClCCl. The product is [F:38][C:39]([F:44])([F:43])[C:40]([OH:42])=[O:41].[Cl:19][C:15]1[C:14]([F:20])=[C:13]([CH:12]2[C:11]([C:23]3[CH:28]=[CH:27][C:26]([Cl:29])=[CH:25][C:24]=3[F:30])([C:21]#[N:22])[CH:10]([CH2:31][C:32]([CH2:33][CH3:34])([CH3:35])[CH2:36][CH3:37])[NH:9][CH:8]2[C:6]([OH:7])=[O:5])[CH:18]=[CH:17][CH:16]=1. The yield is 0.910. (8) The reactants are [Cl:1][C:2]1[N:7]=[CH:6][C:5]([NH2:8])=[C:4]([NH:9][C@H:10]([CH3:15])[C:11]([F:14])([F:13])[F:12])[CH:3]=1.C(N(CC)CC)C.[C:23]([O:26][CH2:27][C:28](Cl)=[O:29])(=[O:25])[CH3:24]. The catalyst is O1CCCC1.O. The product is [Cl:1][C:2]1[N:7]=[CH:6][C:5]([NH:8][C:28]([CH2:27][O:26][C:23](=[O:25])[CH3:24])=[O:29])=[C:4]([NH:9][C@H:10]([CH3:15])[C:11]([F:14])([F:12])[F:13])[CH:3]=1. The yield is 0.590. (9) The reactants are [Cl:1][C:2]1[CH:7]=[CH:6][CH:5]=[CH:4][C:3]=1[C@@H:8]1[NH:13][C:12](=[O:14])[C@H:11]([CH2:15][CH:16]([CH3:18])[CH3:17])[NH:10][CH2:9]1.[F:19][C:20]1[CH:25]=[CH:24][C:23]([C:26]2[O:30][N:29]=[C:28]([C:31](O)=[O:32])[CH:27]=2)=[CH:22][CH:21]=1.C([C@@H]1N(C([C@@H]2C[C@H]2C2C=CC=CC=2)=O)C[C@H](CC(C)C)NC1=O)C(C)C. No catalyst specified. The product is [Cl:1][C:2]1[CH:7]=[CH:6][CH:5]=[CH:4][C:3]=1[C@@H:8]1[NH:13][C:12](=[O:14])[C@H:11]([CH2:15][CH:16]([CH3:18])[CH3:17])[N:10]([C:31]([C:28]2[CH:27]=[C:26]([C:23]3[CH:24]=[CH:25][C:20]([F:19])=[CH:21][CH:22]=3)[O:30][N:29]=2)=[O:32])[CH2:9]1. The yield is 0.860.